From a dataset of Full USPTO retrosynthesis dataset with 1.9M reactions from patents (1976-2016). Predict the reactants needed to synthesize the given product. (1) Given the product [Br:1][C:2]1[CH:11]=[CH:10][CH:9]=[C:8]2[C:3]=1[CH2:4][CH2:5][N:6]([CH2:13][CH2:14][O:15][CH2:19][CH3:20])[C:7]2=[O:12], predict the reactants needed to synthesize it. The reactants are: [Br:1][C:2]1[CH:11]=[CH:10][CH:9]=[C:8]2[C:3]=1[CH2:4][CH2:5][N:6]([CH2:13][CH2:14][OH:15])[C:7]2=[O:12].[OH-].[K+].I[CH2:19][CH3:20].C(OCC)C. (2) Given the product [CH3:1][O:2][C:3]1[CH:4]=[C:5]([CH:21]=[CH:22][C:23]=1[O:24][CH3:25])[CH2:6][CH:7]1[C:16]2[C:11](=[CH:12][C:13]([O:19][CH3:20])=[C:14]([O:17][CH3:18])[CH:15]=2)[CH2:10][CH2:9][N:8]1[CH2:27][C:28]([NH:31][CH:32]1[C:40]2[C:35](=[CH:36][CH:37]=[CH:38][CH:39]=2)[CH2:34][CH2:33]1)=[O:29], predict the reactants needed to synthesize it. The reactants are: [CH3:1][O:2][C:3]1[CH:4]=[C:5]([CH:21]=[CH:22][C:23]=1[O:24][CH3:25])[CH2:6][CH:7]1[C:16]2[C:11](=[CH:12][C:13]([O:19][CH3:20])=[C:14]([O:17][CH3:18])[CH:15]=2)[CH2:10][CH2:9][NH:8]1.Br[CH2:27][C:28](Br)=[O:29].[NH2:31][CH:32]1[C:40]2[C:35](=[CH:36][CH:37]=[CH:38][CH:39]=2)[CH2:34][CH2:33]1. (3) Given the product [ClH:1].[NH2:8][C@H:9]1[CH2:12][C@H:11]([N:13]2[C:17]3=[N:18][CH:19]=[C:20]([F:22])[CH:21]=[C:16]3[C:15]([F:24])([F:23])[C:14]2=[O:25])[CH2:10]1, predict the reactants needed to synthesize it. The reactants are: [ClH:1].C(OC(=O)[NH:8][C@H:9]1[CH2:12][C@H:11]([N:13]2[C:17]3=[N:18][CH:19]=[C:20]([F:22])[CH:21]=[C:16]3[C:15]([F:24])([F:23])[C:14]2=[O:25])[CH2:10]1)(C)(C)C. (4) Given the product [NH2:9][C:10]1[CH:11]=[CH:12][C:13]([Br:8])=[C:14]2[C:18]=1[C:17](=[O:19])[N:16]([CH3:20])[CH2:15]2, predict the reactants needed to synthesize it. The reactants are: C1C(=O)N([Br:8])C(=O)C1.[NH2:9][C:10]1[CH:11]=[CH:12][CH:13]=[C:14]2[C:18]=1[C:17](=[O:19])[N:16]([CH3:20])[CH2:15]2.S([O-])([O-])(=O)=S.[Na+].[Na+].